From a dataset of Forward reaction prediction with 1.9M reactions from USPTO patents (1976-2016). Predict the product of the given reaction. (1) Given the reactants Cl.[NH2:2][C:3]1[CH:8]=[CH:7][C:6]([C:9]2[N:14]=[CH:13][N:12]=[C:11]([NH:15][C@H:16]([C:24]([O:26][CH3:27])=[O:25])[CH2:17][C:18]3[CH:23]=[CH:22][CH:21]=[CH:20][CH:19]=3)[CH:10]=2)=[CH:5][CH:4]=1.C(N(CC)C(C)C)(C)C.[C:37](Cl)(=[O:44])[C:38]1[CH:43]=[CH:42][CH:41]=[CH:40][CH:39]=1, predict the reaction product. The product is: [C:37]([NH:2][C:3]1[CH:8]=[CH:7][C:6]([C:9]2[N:14]=[CH:13][N:12]=[C:11]([NH:15][C@H:16]([C:24]([O:26][CH3:27])=[O:25])[CH2:17][C:18]3[CH:23]=[CH:22][CH:21]=[CH:20][CH:19]=3)[CH:10]=2)=[CH:5][CH:4]=1)(=[O:44])[C:38]1[CH:43]=[CH:42][CH:41]=[CH:40][CH:39]=1. (2) Given the reactants [Br:1][C:2]1[CH:3]=[C:4]([C:8](=O)[CH3:9])[CH:5]=[CH:6][CH:7]=1.C([SiH]([CH2:16][CH3:17])CC)C.B(F)(F)F.CCO[CH2:25][CH3:26].[C:27]([O-])(O)=O.[Na+], predict the reaction product. The product is: [CH2:8]([C:4]1[CH:3]=[C:2]([Br:1])[CH:7]=[CH:6][CH:5]=1)[C:9]1[CH:17]=[CH:16][CH:26]=[CH:25][CH:27]=1.